This data is from Catalyst prediction with 721,799 reactions and 888 catalyst types from USPTO. The task is: Predict which catalyst facilitates the given reaction. Reactant: [Br:1][C:2]1[CH:7]=[CH:6][C:5]([CH2:8][CH2:9][OH:10])=[CH:4][CH:3]=1.N1C=CN=C1.[Si:16](Cl)([C:19]([CH3:22])([CH3:21])[CH3:20])([CH3:18])[CH3:17]. Product: [Br:1][C:2]1[CH:7]=[CH:6][C:5]([CH2:8][CH2:9][O:10][Si:16]([C:19]([CH3:22])([CH3:21])[CH3:20])([CH3:18])[CH3:17])=[CH:4][CH:3]=1. The catalyst class is: 3.